Dataset: NCI-60 drug combinations with 297,098 pairs across 59 cell lines. Task: Regression. Given two drug SMILES strings and cell line genomic features, predict the synergy score measuring deviation from expected non-interaction effect. (1) Drug 1: C1=CC(=C2C(=C1NCCNCCO)C(=O)C3=C(C=CC(=C3C2=O)O)O)NCCNCCO. Drug 2: CC1=C(C(=O)C2=C(C1=O)N3CC4C(C3(C2COC(=O)N)OC)N4)N. Cell line: 786-0. Synergy scores: CSS=65.0, Synergy_ZIP=5.45, Synergy_Bliss=5.44, Synergy_Loewe=1.15, Synergy_HSA=7.80. (2) Drug 1: CC=C1C(=O)NC(C(=O)OC2CC(=O)NC(C(=O)NC(CSSCCC=C2)C(=O)N1)C(C)C)C(C)C. Drug 2: C1=NC(=NC(=O)N1C2C(C(C(O2)CO)O)O)N. Cell line: MDA-MB-231. Synergy scores: CSS=70.1, Synergy_ZIP=0.820, Synergy_Bliss=0.538, Synergy_Loewe=-23.7, Synergy_HSA=0.0410. (3) Drug 1: CC1=C2C(C(=O)C3(C(CC4C(C3C(C(C2(C)C)(CC1OC(=O)C(C(C5=CC=CC=C5)NC(=O)OC(C)(C)C)O)O)OC(=O)C6=CC=CC=C6)(CO4)OC(=O)C)OC)C)OC. Drug 2: CN(C)C1=NC(=NC(=N1)N(C)C)N(C)C. Cell line: OVCAR-8. Synergy scores: CSS=69.6, Synergy_ZIP=15.8, Synergy_Bliss=16.5, Synergy_Loewe=-13.0, Synergy_HSA=14.2.